From a dataset of Peptide-MHC class I binding affinity with 185,985 pairs from IEDB/IMGT. Regression. Given a peptide amino acid sequence and an MHC pseudo amino acid sequence, predict their binding affinity value. This is MHC class I binding data. (1) The peptide sequence is IAFTRLFTV. The MHC is HLA-A25:01 with pseudo-sequence HLA-A25:01. The binding affinity (normalized) is 0.0847. (2) The peptide sequence is ETIFTVLAL. The MHC is HLA-B08:01 with pseudo-sequence HLA-B08:01. The binding affinity (normalized) is 0.0847. (3) The peptide sequence is IHLNIEGCI. The MHC is Mamu-B17 with pseudo-sequence Mamu-B17. The binding affinity (normalized) is 0.496. (4) The peptide sequence is EIAQHGAWY. The MHC is HLA-A69:01 with pseudo-sequence HLA-A69:01. The binding affinity (normalized) is 0.0847. (5) The peptide sequence is SMKTRTAWF. The MHC is BoLA-HD6 with pseudo-sequence BoLA-HD6. The binding affinity (normalized) is 0.602. (6) The binding affinity (normalized) is 0.754. The MHC is HLA-B53:01 with pseudo-sequence HLA-B53:01. The peptide sequence is EPISYDPKF. (7) The peptide sequence is SLSVSLVLV. The MHC is HLA-A02:01 with pseudo-sequence HLA-A02:01. The binding affinity (normalized) is 0.618.